Dataset: NCI-60 drug combinations with 297,098 pairs across 59 cell lines. Task: Regression. Given two drug SMILES strings and cell line genomic features, predict the synergy score measuring deviation from expected non-interaction effect. (1) Drug 1: C1=CC(=CC=C1CC(C(=O)O)N)N(CCCl)CCCl.Cl. Drug 2: CCC1(CC2CC(C3=C(CCN(C2)C1)C4=CC=CC=C4N3)(C5=C(C=C6C(=C5)C78CCN9C7C(C=CC9)(C(C(C8N6C)(C(=O)OC)O)OC(=O)C)CC)OC)C(=O)OC)O.OS(=O)(=O)O. Cell line: HS 578T. Synergy scores: CSS=18.5, Synergy_ZIP=-3.01, Synergy_Bliss=-2.10, Synergy_Loewe=-27.0, Synergy_HSA=-3.88. (2) Drug 1: CC1OCC2C(O1)C(C(C(O2)OC3C4COC(=O)C4C(C5=CC6=C(C=C35)OCO6)C7=CC(=C(C(=C7)OC)O)OC)O)O. Cell line: NCIH23. Drug 2: B(C(CC(C)C)NC(=O)C(CC1=CC=CC=C1)NC(=O)C2=NC=CN=C2)(O)O. Synergy scores: CSS=47.1, Synergy_ZIP=-6.24, Synergy_Bliss=-7.18, Synergy_Loewe=-3.89, Synergy_HSA=-3.76. (3) Drug 1: CC1C(C(CC(O1)OC2CC(OC(C2O)C)OC3=CC4=CC5=C(C(=O)C(C(C5)C(C(=O)C(C(C)O)O)OC)OC6CC(C(C(O6)C)O)OC7CC(C(C(O7)C)O)OC8CC(C(C(O8)C)O)(C)O)C(=C4C(=C3C)O)O)O)O. Synergy scores: CSS=41.6, Synergy_ZIP=-3.74, Synergy_Bliss=1.32, Synergy_Loewe=-30.0, Synergy_HSA=-0.414. Drug 2: CS(=O)(=O)OCCCCOS(=O)(=O)C. Cell line: CCRF-CEM. (4) Drug 1: CN(C)C1=NC(=NC(=N1)N(C)C)N(C)C. Synergy scores: CSS=-0.737, Synergy_ZIP=0.786, Synergy_Bliss=1.61, Synergy_Loewe=-2.79, Synergy_HSA=-1.80. Drug 2: CCCCCOC(=O)NC1=NC(=O)N(C=C1F)C2C(C(C(O2)C)O)O. Cell line: MCF7. (5) Drug 1: C1=CC=C(C=C1)NC(=O)CCCCCCC(=O)NO. Drug 2: CN(CC1=CN=C2C(=N1)C(=NC(=N2)N)N)C3=CC=C(C=C3)C(=O)NC(CCC(=O)O)C(=O)O. Cell line: HCT-15. Synergy scores: CSS=58.1, Synergy_ZIP=-2.27, Synergy_Bliss=-9.03, Synergy_Loewe=-13.6, Synergy_HSA=-5.62. (6) Drug 1: CCC(=C(C1=CC=CC=C1)C2=CC=C(C=C2)OCCN(C)C)C3=CC=CC=C3.C(C(=O)O)C(CC(=O)O)(C(=O)O)O. Drug 2: B(C(CC(C)C)NC(=O)C(CC1=CC=CC=C1)NC(=O)C2=NC=CN=C2)(O)O. Cell line: SK-OV-3. Synergy scores: CSS=49.6, Synergy_ZIP=5.50, Synergy_Bliss=9.37, Synergy_Loewe=-18.2, Synergy_HSA=9.06.